This data is from Reaction yield outcomes from USPTO patents with 853,638 reactions. The task is: Predict the reaction yield, written as a fraction of the theoretical maximum amount of product (1.0 means a 100% yield; for example, 0.34 means a 34% yield). (1) The reactants are [C:1]([O:5][C:6]([N:8]1[CH2:11][CH:10]([C:12]2[C:17](Br)=[CH:16][CH:15]=[CH:14][N:13]=2)[CH2:9]1)=[O:7])([CH3:4])([CH3:3])[CH3:2].C[C:20]1[CH:21]=[C:22](B(O)O)[CH:23]=[CH:24][CH:25]=1.C([O-])([O-])=O.[Na+].[Na+].O. The catalyst is O1CCOCC1.C1C=CC(P(C2C=CC=CC=2)[C-]2C=CC=C2)=CC=1.C1C=CC(P(C2C=CC=CC=2)[C-]2C=CC=C2)=CC=1.Cl[Pd]Cl.[Fe+2]. The product is [C:1]([O:5][C:6]([N:8]1[CH2:11][CH:10]([C:12]2[C:17]([C:20]3[CH:21]=[CH:22][CH:23]=[CH:24][CH:25]=3)=[CH:16][CH:15]=[CH:14][N:13]=2)[CH2:9]1)=[O:7])([CH3:4])([CH3:3])[CH3:2]. The yield is 0.870. (2) The reactants are [Cl:1][C:2]1[C:3]([F:28])=[C:4]([CH:25]=[CH:26][CH:27]=1)[NH:5][C:6]1[C:15]2[C:10](=[CH:11][C:12]([O:23][CH3:24])=[C:13]([O:16][CH:17]3[CH2:22][CH2:21][NH:20][CH2:19][CH2:18]3)[CH:14]=2)[N:9]=[CH:8][N:7]=1.C(=O)([O-])[O-].[K+].[K+].Cl[CH2:36][C:37]#[N:38]. The catalyst is CC(N(C)C)=O. The product is [Cl:1][C:2]1[C:3]([F:28])=[C:4]([CH:25]=[CH:26][CH:27]=1)[NH:5][C:6]1[C:15]2[C:10](=[CH:11][C:12]([O:23][CH3:24])=[C:13]([O:16][CH:17]3[CH2:22][CH2:21][N:20]([CH2:36][C:37]#[N:38])[CH2:19][CH2:18]3)[CH:14]=2)[N:9]=[CH:8][N:7]=1. The yield is 0.360.